This data is from TCR-epitope binding with 47,182 pairs between 192 epitopes and 23,139 TCRs. The task is: Binary Classification. Given a T-cell receptor sequence (or CDR3 region) and an epitope sequence, predict whether binding occurs between them. (1) The epitope is ELAGIGILTV. The TCR CDR3 sequence is CAWSVPGVGGNEQFF. Result: 0 (the TCR does not bind to the epitope). (2) The epitope is HSKKKCDEL. The TCR CDR3 sequence is CASSLSRDFNEQFF. Result: 0 (the TCR does not bind to the epitope).